From a dataset of Acute oral toxicity (LD50) regression data from Zhu et al.. Regression/Classification. Given a drug SMILES string, predict its toxicity properties. Task type varies by dataset: regression for continuous values (e.g., LD50, hERG inhibition percentage) or binary classification for toxic/non-toxic outcomes (e.g., AMES mutagenicity, cardiotoxicity, hepatotoxicity). Dataset: ld50_zhu. (1) The molecule is NC(=S)Nc1cc(Cl)ccc1Cl. The rat oral LD50 is 2.87, given as -log10 of the dose in mol/kg body weight (higher means more acutely toxic). (2) The drug is CC(C)(SC(=O)N1CCCCC1)c1ccccc1. The rat oral LD50 is 2.44, given as -log10 of the dose in mol/kg body weight (higher means more acutely toxic). (3) The drug is CC=CCOC=CC. The rat oral LD50 is 1.15, given as -log10 of the dose in mol/kg body weight (higher means more acutely toxic).